This data is from Full USPTO retrosynthesis dataset with 1.9M reactions from patents (1976-2016). The task is: Predict the reactants needed to synthesize the given product. (1) Given the product [N:15]1[CH:16]=[CH:17][CH:18]=[CH:19][C:14]=1[C:12]1[S:4][C:3]2[CH:5]=[CH:6][CH:7]=[CH:8][C:2]=2[C:1](=[O:10])[N:13]=1, predict the reactants needed to synthesize it. The reactants are: [C:1]([O:10]C)(=O)[C:2]1[C:3](=[CH:5][CH:6]=[CH:7][CH:8]=1)[SH:4].[C:12]([C:14]1[CH:19]=[CH:18][CH:17]=[CH:16][N:15]=1)#[N:13].C(N(CC)CC)C. (2) Given the product [CH3:29][O:30][C@H:31]([C:33]1[N:34]([C:2]2[N:3]=[C:4]([N:23]3[CH2:28][CH2:27][O:26][CH2:25][CH2:24]3)[C:5]3[N:11]=[C:10]([CH2:12][N:13]4[CH2:16][CH:15]([N:17]5[CH2:22][CH2:21][O:20][CH2:19][CH2:18]5)[CH2:14]4)[CH:9]=[CH:8][C:6]=3[N:7]=2)[C:35]2[CH:41]=[CH:40][CH:39]=[CH:38][C:36]=2[N:37]=1)[CH3:32], predict the reactants needed to synthesize it. The reactants are: Cl[C:2]1[N:3]=[C:4]([N:23]2[CH2:28][CH2:27][O:26][CH2:25][CH2:24]2)[C:5]2[N:11]=[C:10]([CH2:12][N:13]3[CH2:16][CH:15]([N:17]4[CH2:22][CH2:21][O:20][CH2:19][CH2:18]4)[CH2:14]3)[CH:9]=[CH:8][C:6]=2[N:7]=1.[CH3:29][O:30][C@H:31]([C:33]1[NH:37][C:36]2[CH:38]=[CH:39][CH:40]=[CH:41][C:35]=2[N:34]=1)[CH3:32]. (3) The reactants are: [Br:1][C:2]1[C:6]([C:7]#[N:8])=[C:5]([Br:9])[S:4][C:3]=1[C:10]([O:12]CC)=[O:11].O1CCCC1.CO.[OH-].[Na+].O.Cl. Given the product [Br:1][C:2]1[C:6]([C:7]#[N:8])=[C:5]([Br:9])[S:4][C:3]=1[C:10]([OH:12])=[O:11], predict the reactants needed to synthesize it. (4) Given the product [CH2:52]([O:12][C:13]([N:15]1[CH2:24][C:23]([CH3:26])([CH3:25])[C:18]2[C:17](=[CH:22][CH:21]=[CH:20][CH:19]=2)[CH:16]1[C:27]1[CH:32]=[C:31]([Cl:33])[CH:30]=[CH:29][C:28]=1[O:34][CH2:35][C:36]([OH:38])=[O:37])=[O:14])[C:53]1[CH:58]=[CH:57][CH:56]=[CH:55][CH:54]=1, predict the reactants needed to synthesize it. The reactants are: FC(F)(F)C(O)=O.C([O:12][C:13]([N:15]1[CH2:24][C:23]([CH3:26])([CH3:25])[C:22]2[C:17](=[CH:18][CH:19]=[CH:20][CH:21]=2)[CH:16]1[C:27]1[CH:32]=[C:31]([Cl:33])[CH:30]=[CH:29][C:28]=1[O:34][CH2:35][C:36]([O:38]CC)=[O:37])=[O:14])(C)(C)C.C(N(CC)CC)C.ClC(O[CH2:52][C:53]1[CH:58]=[CH:57][CH:56]=[CH:55][CH:54]=1)=O. (5) Given the product [Cl:21][C:22]1[N:27]=[C:26]([N:9]2[CH2:10][CH:7]([O:6][C:5]3[CH:11]=[CH:12][C:2]([Cl:1])=[CH:3][C:4]=3[F:13])[CH2:8]2)[N:25]=[CH:24][N:23]=1, predict the reactants needed to synthesize it. The reactants are: [Cl:1][C:2]1[CH:12]=[CH:11][C:5]([O:6][CH:7]2[CH2:10][NH:9][CH2:8]2)=[C:4]([F:13])[CH:3]=1.CCN(CC)CC.[Cl:21][C:22]1[N:27]=[C:26](Cl)[N:25]=[CH:24][N:23]=1. (6) The reactants are: C(O[C:4]([C:6]1[CH:7]=[C:8]2[C:12](=[CH:13][CH:14]=1)[NH:11][N:10]=[C:9]2[C:15]1[CH:24]=[CH:23][C:22]2[C:17](=[CH:18][CH:19]=[C:20]([O:25][CH2:26][CH2:27][N:28]3[CH2:32][CH2:31][CH2:30][CH2:29]3)[CH:21]=2)[CH:16]=1)=[NH:5])C.[C:33]([NH:39][NH2:40])(=O)[C:34]([CH3:37])([CH3:36])[CH3:35]. Given the product [C:34]([C:33]1[NH:39][N:40]=[C:4]([C:6]2[CH:7]=[C:8]3[C:12](=[CH:13][CH:14]=2)[NH:11][N:10]=[C:9]3[C:15]2[CH:24]=[CH:23][C:22]3[C:17](=[CH:18][CH:19]=[C:20]([O:25][CH2:26][CH2:27][N:28]4[CH2:29][CH2:30][CH2:31][CH2:32]4)[CH:21]=3)[CH:16]=2)[N:5]=1)([CH3:37])([CH3:36])[CH3:35], predict the reactants needed to synthesize it. (7) Given the product [C:5]1(=[O:13])[C:6]2[C:11](=[CH:10][CH:9]=[CH:8][CH:7]=2)[CH2:12][CH2:3][CH2:4]1.[Br:16][C:4]1[C:3]([C:2]([F:14])([F:15])[F:1])=[CH:12][C:11]2[C:6](=[CH:7][CH:8]=[CH:9][CH:10]=2)[C:5]=1[OH:13], predict the reactants needed to synthesize it. The reactants are: [F:1][C:2]([F:15])([F:14])[CH:3]1[CH2:12][C:11]2[C:6](=[CH:7][CH:8]=[CH:9][CH:10]=2)[C:5](=[O:13])[CH2:4]1.[Br:16]Br.C1CCN2C(=NCCC2)CC1. (8) Given the product [N:1]1[C:5]2[CH:6]=[CH:7][C:8]([C:10]([O:12][CH2:18][CH3:19])=[O:11])=[CH:9][C:4]=2[NH:3][CH:2]=1, predict the reactants needed to synthesize it. The reactants are: [N:1]1[C:5]2[CH:6]=[CH:7][C:8]([C:10]([OH:12])=[O:11])=[CH:9][C:4]=2[NH:3][CH:2]=1.OS(O)(=O)=O.[CH3:18][CH2:19]O.